From a dataset of Peptide-MHC class I binding affinity with 185,985 pairs from IEDB/IMGT. Regression. Given a peptide amino acid sequence and an MHC pseudo amino acid sequence, predict their binding affinity value. This is MHC class I binding data. The peptide sequence is ITGNKVKTEL. The binding affinity (normalized) is 0. The MHC is HLA-A02:01 with pseudo-sequence HLA-A02:01.